This data is from Peptide-MHC class I binding affinity with 185,985 pairs from IEDB/IMGT. The task is: Regression. Given a peptide amino acid sequence and an MHC pseudo amino acid sequence, predict their binding affinity value. This is MHC class I binding data. The peptide sequence is VPLDEDFRKY. The MHC is HLA-A01:01 with pseudo-sequence HLA-A01:01. The binding affinity (normalized) is 0.